Dataset: NCI-60 drug combinations with 297,098 pairs across 59 cell lines. Task: Regression. Given two drug SMILES strings and cell line genomic features, predict the synergy score measuring deviation from expected non-interaction effect. (1) Drug 1: C1=CC(=CC=C1CCCC(=O)O)N(CCCl)CCCl. Drug 2: C1CC(=O)NC(=O)C1N2C(=O)C3=CC=CC=C3C2=O. Cell line: NCIH23. Synergy scores: CSS=45.5, Synergy_ZIP=-1.72, Synergy_Bliss=-2.62, Synergy_Loewe=-4.75, Synergy_HSA=-1.72. (2) Drug 1: C1=CC(=CC=C1CCCC(=O)O)N(CCCl)CCCl. Drug 2: C(CC(=O)O)C(=O)CN.Cl. Cell line: LOX IMVI. Synergy scores: CSS=23.0, Synergy_ZIP=-12.7, Synergy_Bliss=-10.0, Synergy_Loewe=-8.29, Synergy_HSA=-6.44. (3) Drug 1: CN1CCC(CC1)COC2=C(C=C3C(=C2)N=CN=C3NC4=C(C=C(C=C4)Br)F)OC. Drug 2: C(=O)(N)NO. Cell line: A549. Synergy scores: CSS=16.8, Synergy_ZIP=-3.47, Synergy_Bliss=0.576, Synergy_Loewe=-3.57, Synergy_HSA=1.72. (4) Drug 1: C(CN)CNCCSP(=O)(O)O. Drug 2: CC1C(C(CC(O1)OC2CC(CC3=C2C(=C4C(=C3O)C(=O)C5=C(C4=O)C(=CC=C5)OC)O)(C(=O)CO)O)N)O.Cl. Cell line: HOP-92. Synergy scores: CSS=60.6, Synergy_ZIP=10.0, Synergy_Bliss=13.1, Synergy_Loewe=-34.9, Synergy_HSA=12.3. (5) Drug 1: CS(=O)(=O)CCNCC1=CC=C(O1)C2=CC3=C(C=C2)N=CN=C3NC4=CC(=C(C=C4)OCC5=CC(=CC=C5)F)Cl. Drug 2: CCC1(C2=C(COC1=O)C(=O)N3CC4=CC5=C(C=CC(=C5CN(C)C)O)N=C4C3=C2)O.Cl. Cell line: DU-145. Synergy scores: CSS=25.3, Synergy_ZIP=-0.761, Synergy_Bliss=1.53, Synergy_Loewe=-51.0, Synergy_HSA=-2.21. (6) Drug 1: CC1=C(C=C(C=C1)NC2=NC=CC(=N2)N(C)C3=CC4=NN(C(=C4C=C3)C)C)S(=O)(=O)N.Cl. Drug 2: CC1=C2C(C(=O)C3(C(CC4C(C3C(C(C2(C)C)(CC1OC(=O)C(C(C5=CC=CC=C5)NC(=O)C6=CC=CC=C6)O)O)OC(=O)C7=CC=CC=C7)(CO4)OC(=O)C)O)C)OC(=O)C. Cell line: HCT116. Synergy scores: CSS=65.9, Synergy_ZIP=16.6, Synergy_Bliss=14.9, Synergy_Loewe=-5.61, Synergy_HSA=13.9. (7) Drug 1: C#CCC(CC1=CN=C2C(=N1)C(=NC(=N2)N)N)C3=CC=C(C=C3)C(=O)NC(CCC(=O)O)C(=O)O. Drug 2: CC12CCC3C(C1CCC2OP(=O)(O)O)CCC4=C3C=CC(=C4)OC(=O)N(CCCl)CCCl.[Na+]. Cell line: NCI/ADR-RES. Synergy scores: CSS=-5.87, Synergy_ZIP=1.44, Synergy_Bliss=-3.23, Synergy_Loewe=-5.94, Synergy_HSA=-6.52.